Task: Predict the reactants needed to synthesize the given product.. Dataset: Full USPTO retrosynthesis dataset with 1.9M reactions from patents (1976-2016) (1) The reactants are: Cl[C:2]1[N:6]([CH3:7])[N:5]=[CH:4][C:3]=1[N+:8]([O-:10])=[O:9].[NH:11]1[CH2:15][C@H:14]([OH:16])[C@@H:13]([OH:17])[CH2:12]1. Given the product [CH3:7][N:6]1[C:2]([N:11]2[CH2:15][C@H:14]([OH:16])[C@@H:13]([OH:17])[CH2:12]2)=[C:3]([N+:8]([O-:10])=[O:9])[CH:4]=[N:5]1, predict the reactants needed to synthesize it. (2) The reactants are: [C:1]([O:5][C:6]([NH:8][CH:9]([C:32]([CH3:35])([CH3:34])[CH3:33])[C:10]([N:12]1[CH:16]([C:17](O)=[O:18])[CH2:15][CH:14]([O:20][C:21]([N:23]2[CH2:31][C:30]3[C:25](=[CH:26][CH:27]=[CH:28][CH:29]=3)[CH2:24]2)=[O:22])[CH2:13]1)=[O:11])=[O:7])([CH3:4])([CH3:3])[CH3:2].F[P-](F)(F)(F)(F)F.N1(O[P+](N(C)C)(N(C)C)N(C)C)C2C=CC=CC=2N=N1.C(N(C(C)C)C(C)C)C.Cl.[CH3:73][C:74]12[O:82][B:81]([CH:83]([NH2:86])[CH2:84][CH3:85])[O:80][CH:79]1[CH2:78][CH:77]1[CH2:87][CH:75]2[C:76]1([CH3:89])[CH3:88].C(O)(=O)CC(CC(O)=O)(C(O)=O)O. Given the product [C:1]([O:5][C:6]([NH:8][CH:9]([C:32]([CH3:35])([CH3:34])[CH3:33])[C:10]([N:12]1[CH:16]([C:17](=[O:18])[NH:86][CH:83]([B:81]2[O:80][CH:79]3[C:74]([CH3:73])([CH:75]4[CH2:87][CH:77]([CH2:78]3)[C:76]4([CH3:88])[CH3:89])[O:82]2)[CH2:84][CH3:85])[CH2:15][CH:14]([O:20][C:21]([N:23]2[CH2:31][C:30]3[C:25](=[CH:26][CH:27]=[CH:28][CH:29]=3)[CH2:24]2)=[O:22])[CH2:13]1)=[O:11])=[O:7])([CH3:4])([CH3:3])[CH3:2], predict the reactants needed to synthesize it. (3) Given the product [ClH:55].[Cl:55][C:52]1[CH:53]=[CH:54][C:25]2[N:24]([CH2:56][C:57]([CH3:60])([CH3:58])[CH3:59])[C:23](=[O:61])[C@@H:22]([CH2:21][C:20]([N:17]3[CH2:18][CH2:19][CH:14]([OH:13])[CH2:15][CH2:16]3)=[O:62])[O:28][C@H:27]([C:29]3[CH:34]=[CH:33][CH:32]=[C:31]([O:35][CH2:36][CH2:37][CH2:38][NH:39][CH2:40][CH2:41][CH2:42][C:43]4[CH:44]=[CH:45][CH:46]=[CH:47][CH:48]=4)[C:30]=3[O:49][CH3:50])[C:26]=2[CH:51]=1, predict the reactants needed to synthesize it. The reactants are: C(O)C.O1CCCC1.Cl.C([O:13][CH:14]1[CH2:19][CH2:18][N:17]([C:20](=[O:62])[CH2:21][C@H:22]2[O:28][C@H:27]([C:29]3[CH:34]=[CH:33][CH:32]=[C:31]([O:35][CH2:36][CH2:37][CH2:38][NH:39][CH2:40][CH2:41][CH2:42][C:43]4[CH:48]=[CH:47][CH:46]=[CH:45][CH:44]=4)[C:30]=3[O:49][CH3:50])[C:26]3[CH:51]=[C:52]([Cl:55])[CH:53]=[CH:54][C:25]=3[N:24]([CH2:56][C:57]([CH3:60])([CH3:59])[CH3:58])[C:23]2=[O:61])[CH2:16][CH2:15]1)(=O)C.[OH-].[Na+].Cl. (4) The reactants are: Br[C:2]1[CH:7]=[CH:6][C:5]([Br:8])=[CH:4][N:3]=1.[Br:9][C:10]1[CH:11]=[C:12](B(O)O)[CH:13]=[CH:14][CH:15]=1.C([O-])([O-])=O.[Na+].[Na+].CCO. Given the product [Br:8][C:5]1[CH:6]=[CH:7][C:2]([C:14]2[CH:13]=[CH:12][CH:11]=[C:10]([Br:9])[CH:15]=2)=[N:3][CH:4]=1, predict the reactants needed to synthesize it. (5) Given the product [CH3:15][C:16]1[C:20]2[C:24](=[O:26])[C:23]3[C:22](=[CH:30][CH:29]=[CH:28][CH:27]=3)[NH:21][C:19]=2[N:18]([C:31]2[CH:36]=[CH:35][CH:34]=[CH:33][N:32]=2)[N:17]=1, predict the reactants needed to synthesize it. The reactants are: O=P12OP3(OP(OP(O3)(O1)=O)(=O)O2)=O.[CH3:15][C:16]1[CH:20]=[C:19]([NH:21][C:22]2[CH:30]=[CH:29][CH:28]=[CH:27][C:23]=2[C:24]([OH:26])=O)[N:18]([C:31]2[CH:36]=[CH:35][CH:34]=[CH:33][N:32]=2)[N:17]=1.O.[OH-].[Na+]. (6) Given the product [Cl:1][C:2]1[CH:7]=[CH:6][C:5]([C:8]2[O:12][N:11]=[CH:10][C:9]=2[CH2:13][CH2:14][CH2:15][OH:16])=[CH:4][C:3]=1[F:19], predict the reactants needed to synthesize it. The reactants are: [Cl:1][C:2]1[CH:7]=[CH:6][C:5]([C:8]2[O:12][N:11]=[CH:10][C:9]=2[CH2:13][CH2:14][C:15](OC)=[O:16])=[CH:4][C:3]=1[F:19].[H-].C([Al+]CC(C)C)C(C)C.Cl. (7) Given the product [CH:13]1([C:2]2[CH:12]=[N:11][C:5]3[O:6][CH2:7][C:8](=[O:10])[NH:9][C:4]=3[CH:3]=2)[CH2:15][CH2:14]1, predict the reactants needed to synthesize it. The reactants are: Br[C:2]1[CH:12]=[N:11][C:5]2[O:6][CH2:7][C:8](=[O:10])[NH:9][C:4]=2[CH:3]=1.[CH:13]1(B(O)O)[CH2:15][CH2:14]1.C1(P(C2C=CC=CC=2)C2C=CC=CC=2)C=CC=CC=1.C(=O)([O-])[O-].[K+].[K+].